Task: Regression. Given two drug SMILES strings and cell line genomic features, predict the synergy score measuring deviation from expected non-interaction effect.. Dataset: NCI-60 drug combinations with 297,098 pairs across 59 cell lines (1) Drug 1: CC12CCC3C(C1CCC2=O)CC(=C)C4=CC(=O)C=CC34C. Drug 2: CCCCC(=O)OCC(=O)C1(CC(C2=C(C1)C(=C3C(=C2O)C(=O)C4=C(C3=O)C=CC=C4OC)O)OC5CC(C(C(O5)C)O)NC(=O)C(F)(F)F)O. Cell line: NCI-H322M. Synergy scores: CSS=21.1, Synergy_ZIP=-9.91, Synergy_Bliss=-3.42, Synergy_Loewe=-2.30, Synergy_HSA=-2.26. (2) Drug 1: CN(C)N=NC1=C(NC=N1)C(=O)N. Drug 2: CCN(CC)CCNC(=O)C1=C(NC(=C1C)C=C2C3=C(C=CC(=C3)F)NC2=O)C. Cell line: PC-3. Synergy scores: CSS=2.45, Synergy_ZIP=-0.680, Synergy_Bliss=0.625, Synergy_Loewe=-2.01, Synergy_HSA=-1.37.